Predict the reaction yield, written as a fraction of the theoretical maximum amount of product (1.0 means a 100% yield; for example, 0.34 means a 34% yield). From a dataset of Reaction yield outcomes from USPTO patents with 853,638 reactions. (1) The reactants are Cl[C:2]1[C:11]([N:12]([CH:14]([CH3:16])[CH3:15])[CH3:13])=[N:10][C:9]2[C:4](=[CH:5][CH:6]=[C:7]([C:17]([O:19][CH3:20])=[O:18])[CH:8]=2)[N:3]=1.[C:21]([C:24]1[CH:29]=[CH:28][C:27](B(O)O)=[CH:26][CH:25]=1)(=[O:23])[NH2:22].[O-]P([O-])([O-])=O.[K+].[K+].[K+]. The catalyst is O1CCOCC1.O.C1C=CC([P]([Pd]([P](C2C=CC=CC=2)(C2C=CC=CC=2)C2C=CC=CC=2)([P](C2C=CC=CC=2)(C2C=CC=CC=2)C2C=CC=CC=2)[P](C2C=CC=CC=2)(C2C=CC=CC=2)C2C=CC=CC=2)(C2C=CC=CC=2)C2C=CC=CC=2)=CC=1. The product is [C:21]([C:24]1[CH:29]=[CH:28][C:27]([C:2]2[C:11]([N:12]([CH:14]([CH3:16])[CH3:15])[CH3:13])=[N:10][C:9]3[C:4](=[CH:5][CH:6]=[C:7]([C:17]([O:19][CH3:20])=[O:18])[CH:8]=3)[N:3]=2)=[CH:26][CH:25]=1)(=[O:23])[NH2:22]. The yield is 0.660. (2) The reactants are C[O:2][C:3](=[O:13])[CH2:4][CH2:5][CH:6]([N:8]1[CH2:12][CH2:11][CH2:10][CH2:9]1)[CH3:7].[OH-].[Na+].Cl. The catalyst is O. The product is [N:8]1([CH:6]([CH3:7])[CH2:5][CH2:4][C:3]([OH:13])=[O:2])[CH2:12][CH2:11][CH2:10][CH2:9]1. The yield is 0.990. (3) The reactants are Cl[S:2]([OH:5])(=[O:4])=[O:3].[CH3:6][C:7]([NH:9][CH:10]1[C:20]2[CH:21]=[C:22]([OH:25])[CH:23]=[CH:24][C:19]=2[C:18]2[C:13](=[CH:14][C:15]([O:30][CH3:31])=[C:16]([O:28][CH3:29])[C:17]=2[O:26][CH3:27])[CH2:12][CH2:11]1)=[O:8].O.C(=O)([O-])O.[Na+]. The catalyst is N1C=CC=CC=1. The product is [S:2]([OH:5])([O:25][C:22]1[CH:23]=[CH:24][C:19]2[C:18]3[C:17]([O:26][CH3:27])=[C:16]([O:28][CH3:29])[C:15]([O:30][CH3:31])=[CH:14][C:13]=3[CH2:12][CH2:11][C@H:10]([NH:9][C:7](=[O:8])[CH3:6])[C:20]=2[CH:21]=1)(=[O:4])=[O:3]. The yield is 0.710.